This data is from Reaction yield outcomes from USPTO patents with 853,638 reactions. The task is: Predict the reaction yield, written as a fraction of the theoretical maximum amount of product (1.0 means a 100% yield; for example, 0.34 means a 34% yield). (1) The reactants are [Cl:1][C:2]1[CH:7]=[C:6]([NH2:8])[C:5]([I:9])=[CH:4][N:3]=1.C=O.[C:12](O[BH-](OC(=O)C)OC(=O)C)(=O)C.[Na+].CCOC(C)=O. The catalyst is CC(O)=O. The product is [Cl:1][C:2]1[CH:7]=[C:6]([NH:8][CH3:12])[C:5]([I:9])=[CH:4][N:3]=1. The yield is 0.780. (2) The reactants are [NH2:1][CH2:2][C:3]1[C:4]([F:21])=[C:5]([O:11][C:12]2[CH:13]=[C:14]([CH:17]=[C:18]([Cl:20])[CH:19]=2)[C:15]#[N:16])[C:6]([CH2:9][CH3:10])=[CH:7][CH:8]=1.[Cl:22][C:23]1[N:24]=[CH:25][N:26]([CH2:31][O:32][CH2:33][CH2:34][Si:35]([CH3:38])([CH3:37])[CH3:36])[C:27]=1[C:28](O)=[O:29].C(Cl)CCl.C1C=CC2N(O)N=NC=2C=1.C([O-])(O)=O.[Na+]. The catalyst is CN(C=O)C.C(OCC)(=O)C. The product is [Cl:22][C:23]1[N:24]=[CH:25][N:26]([CH2:31][O:32][CH2:33][CH2:34][Si:35]([CH3:38])([CH3:37])[CH3:36])[C:27]=1[C:28]([NH:1][CH2:2][C:3]1[CH:8]=[CH:7][C:6]([CH2:9][CH3:10])=[C:5]([O:11][C:12]2[CH:13]=[C:14]([C:15]#[N:16])[CH:17]=[C:18]([Cl:20])[CH:19]=2)[C:4]=1[F:21])=[O:29]. The yield is 0.740.